From a dataset of HIV replication inhibition screening data with 41,000+ compounds from the AIDS Antiviral Screen. Binary Classification. Given a drug SMILES string, predict its activity (active/inactive) in a high-throughput screening assay against a specified biological target. (1) The molecule is CN(C)CCNCc1ccc(-c2cccc(-c3ccc(CNCCN(C)C)cc3)n2)cc1. The result is 1 (active). (2) The molecule is O=C(CNc1ccccc1Cl)Nn1c(-c2ccccc2)nc2ccccc2c1=O. The result is 0 (inactive). (3) The result is 0 (inactive). The molecule is O=[As]O. (4) The compound is CCCNC(=O)N(C(C)C)S(=O)(=O)c1ccc(Cl)cc1. The result is 0 (inactive). (5) The molecule is CC(NC(=O)NC(C)(C)C)NC(=O)C(N)CC(=O)O. The result is 0 (inactive). (6) The result is 0 (inactive). The drug is Nc1nccc(NCC2(CO)CCC2)n1. (7) The result is 0 (inactive). The drug is Br.COc1ccc(NC2=NCCO2)c2ccccc12.